Dataset: Experimentally validated miRNA-target interactions with 360,000+ pairs, plus equal number of negative samples. Task: Binary Classification. Given a miRNA mature sequence and a target amino acid sequence, predict their likelihood of interaction. (1) The miRNA is hsa-miR-5001-5p with sequence AGGGCUGGACUCAGCGGCGGAGCU. The protein sequence of the target gene is MLKCGMTGGQVKVFGKAVQTLSRVSDELWLDPSEKGLALRSVNSCHSTYGYVLFSSMFFQHYQWSPFATMSDTDLPLNLNCKLAIKSVLPIFRCLNYLERSVEKCTVVARADKCRVVIQFFGKHGIKRTHNVYFQDSQPLKIIFEKSLCANILMIKPRLLTEAIALLTSNQEEVTFSVTPGNFCLKSLSGELLDLTSSVYSEMSFGPEEFDFFQVGLDTEITFCFKELKGILTFSEVMHAPLAIYFDFPGKPVVLSVEDMLLEANFILATLVDYPSRTSSPQLLPLSQARRSHPIQSSAP.... Result: 0 (no interaction). (2) The miRNA is hsa-miR-499b-5p with sequence ACAGACUUGCUGUGAUGUUCA. The protein sequence of the target gene is MAENKGGGEAESGGGGSGSAPVTAGAAGPAAQEAEPPLTAVLVEEEEEEGGRAGAEGGAAGPDDGGVAAASSGSAQAASSPAASVGTGVAGGAVSTPAPAPASAPAPGPSAGPPPGPPASLLDTCAVCQQSLQSRREAEPKLLPCLHSFCLRCLPEPERQLSVPIPGGSNGDIQQVGVIRCPVCRQECRQIDLVDNYFVKDTSEAPSSSDEKSEQVCTSCEDNASAVGFCVECGEWLCKTCIEAHQRVKFTKDHLIRKKEDVSESVGASGQRPVFCPVHKQEQLKLFCETCDRLTCRDCQ.... Result: 1 (interaction). (3) The miRNA is mmu-miR-16-5p with sequence UAGCAGCACGUAAAUAUUGGCG. The protein sequence of the target gene is MVSSQPKYDLIREVGRGSYGVVYEAVIRKTSARVAVKKIRCHAPENVELALREFWALSSIKSQHPNVIHLEECILQKDGMVQKMSHGSNSSLYLQLVETSLKGEIAFDPRSAYYLWFVMDFCDGGDMNEYLLSRKPNRKTNTSFMLQLSSALAFLHKNQIIHRDLKPDNILISQSRMDTSDLEPTLKVADFGLSKVCSASGQNPEEPVSVNKCFLSTACGTDFYMAPEVWEGHYTAKADIFALGIIIWAMLERITFIDTETKKELLGSYVKQGTEIVPVGEALLENPKMELLIPVKKKSM.... Result: 0 (no interaction). (4) Result: 0 (no interaction). The miRNA is hsa-miR-7112-5p with sequence ACGGGCAGGGCAGUGCACCCUG. The protein sequence of the target gene is MMWQKYAGSRRSMPLGARILFHGVFYAGGFAIVYYLIQKFHSRALYYKLAVEQLQSHPEAQEALGPPLNIHYLKLIDRENFVDIVDAKLKIPVSGSKSEGLLYVHSSRGGPFQRWHLDEVFLELKDGQQIPVFKLSGENGDEVKKE. (5) The miRNA is hsa-miR-424-3p with sequence CAAAACGUGAGGCGCUGCUAU. The protein sequence of the target gene is MAASLSERLFSLELLVDWVRLEARLLPSPAAAVEQEEEEEEKEQGEASSPRGLCPAVAFRLLDFPTLLVYPPDGPGAPAAEPWPGVIRFGRGKSCLFRLQPATLHCRLLRTPLATLLLQLPPGRPTPTPQLLGACDISLATAAHRVVGPAASGCSHRHRGRFPLHNRVGERTGDIALAYRLTDLGSRLLSQLERPLTFTRTGGGAEVSPQTQQERQQLQQPASQPSPKEADKPLGELEIPEAQKDLKEMVKSKAECDNVGSVENGKTNSVVTCSGAGNGRNVSSLNEEVTELDMETNIFC.... Result: 1 (interaction). (6) The miRNA is hsa-miR-5006-3p with sequence UUUCCCUUUCCAUCCUGGCAG. The protein sequence of the target gene is MEVKNFAVWDYVVFAALFFISSGIGVFFAIKERKKATSREFLVGGRQMSFGPVGLSLTASFMSAVTVLGTPSEVYRFGASFLVFFIAYLFVILLTSELFLPVFYRSGITSTYEYLQLRFNKPVRYAATVIYIVQTILYTGVVVYAPALALNQVTGFDLWGSVFATGIVCTFYCTLGGLKAVVWTDAFQMVVMIVGFLTVLIQGSTHAGGFHNVLEQSTNGSRLHIFDFDVDPLRRHTFWTITVGGTFTWLGIYGVNQSTIQRCISCKTEKHAKLALYFNLLGLWIILVCAVFSGLIMYSH.... Result: 1 (interaction). (7) The miRNA is mmu-miR-150-5p with sequence UCUCCCAACCCUUGUACCAGUG. The protein sequence of the target gene is MRRAGLGEGVPPGNYGNYGYANSGYSACEEENERLTESLRSKVTAIKSLSIEIGHEVKTQNKLLAEMDSQFDSTTGFLGKTMGKLKILSRGSQTKLLCYMMLFSLFVFFIIYWIIKLR. Result: 0 (no interaction).